From a dataset of Reaction yield outcomes from USPTO patents with 853,638 reactions. Predict the reaction yield, written as a fraction of the theoretical maximum amount of product (1.0 means a 100% yield; for example, 0.34 means a 34% yield). (1) The reactants are [CH2:1]([N:3]([CH2:20][CH3:21])[CH2:4][CH2:5][N:6]1[CH2:12][CH2:11][CH2:10][C:9]2[NH:13][C:14]([CH:17]=O)=[C:15]([CH3:16])[C:8]=2[C:7]1=[O:19])[CH3:2].[F:22][C:23]1[CH:24]=[C:25]2[C:29](=[CH:30][C:31]=1[NH:32][C:33](=[O:38])[C:34]([OH:37])([CH3:36])[CH3:35])[NH:28][C:27](=[O:39])[CH2:26]2. No catalyst specified. The product is [CH2:1]([N:3]([CH2:20][CH3:21])[CH2:4][CH2:5][N:6]1[CH2:12][CH2:11][CH2:10][C:9]2[NH:13][C:14]([CH:17]=[C:26]3[C:25]4[C:29](=[CH:30][C:31]([NH:32][C:33](=[O:38])[C:34]([OH:37])([CH3:35])[CH3:36])=[C:23]([F:22])[CH:24]=4)[NH:28][C:27]3=[O:39])=[C:15]([CH3:16])[C:8]=2[C:7]1=[O:19])[CH3:2]. The yield is 0.624. (2) The reactants are Br[C:2]1[S:6][C:5]([C:7]2[N:11]([CH2:12][C:13]([O:15][CH2:16][CH3:17])=[O:14])[N:10]=[C:9]([C:18]([F:21])([F:20])[F:19])[CH:8]=2)=[CH:4][CH:3]=1.[CH3:22][S:23]([C:26]1[CH:27]=[C:28](B(O)O)[CH:29]=[CH:30][CH:31]=1)(=[O:25])=[O:24].C(=O)([O-])[O-].[Na+].[Na+]. The catalyst is CN(C=O)C.C1C=CC([P]([Pd]([P](C2C=CC=CC=2)(C2C=CC=CC=2)C2C=CC=CC=2)([P](C2C=CC=CC=2)(C2C=CC=CC=2)C2C=CC=CC=2)[P](C2C=CC=CC=2)(C2C=CC=CC=2)C2C=CC=CC=2)(C2C=CC=CC=2)C2C=CC=CC=2)=CC=1. The product is [CH3:22][S:23]([C:26]1[CH:31]=[C:30]([C:2]2[S:6][C:5]([C:7]3[N:11]([CH2:12][C:13]([O:15][CH2:16][CH3:17])=[O:14])[N:10]=[C:9]([C:18]([F:21])([F:20])[F:19])[CH:8]=3)=[CH:4][CH:3]=2)[CH:29]=[CH:28][CH:27]=1)(=[O:25])=[O:24]. The yield is 0.670. (3) The reactants are C[O:2][C:3]([C:5]1[CH:6]=[CH:7][C:8]2[N:9]([CH:21]=[N:22][CH:23]=2)[C:10]=1[NH:11][C:12]1[CH:17]=[CH:16][C:15]([S:18][CH3:19])=[CH:14][C:13]=1[F:20])=[O:4].[OH-].[Na+]. No catalyst specified. The product is [F:20][C:13]1[CH:14]=[C:15]([S:18][CH3:19])[CH:16]=[CH:17][C:12]=1[NH:11][C:10]1[N:9]2[CH:21]=[N:22][CH:23]=[C:8]2[CH:7]=[CH:6][C:5]=1[C:3]([OH:4])=[O:2]. The yield is 0.760.